Predict the product of the given reaction. From a dataset of Forward reaction prediction with 1.9M reactions from USPTO patents (1976-2016). (1) Given the reactants [NH2:1][C:2]1[C:11]2[N:12]=[C:13]([CH2:20][O:21][CH3:22])[N:14]([CH2:15][C:16]([OH:19])([CH3:18])[CH3:17])[C:10]=2[C:9]2[CH:8]=[CH:7][C:6]([CH2:23][CH2:24][C:25]([OH:27])=O)=[CH:5][C:4]=2[N:3]=1.ON1C2C=CC=CC=2N=N1.CN(C)CCCN=C=NCC.[NH:49]1[CH2:54][CH2:53][O:52][CH2:51][CH2:50]1, predict the reaction product. The product is: [NH2:1][C:2]1[C:11]2[N:12]=[C:13]([CH2:20][O:21][CH3:22])[N:14]([CH2:15][C:16]([CH3:18])([OH:19])[CH3:17])[C:10]=2[C:9]2[CH:8]=[CH:7][C:6]([CH2:23][CH2:24][C:25]([N:49]3[CH2:54][CH2:53][O:52][CH2:51][CH2:50]3)=[O:27])=[CH:5][C:4]=2[N:3]=1. (2) Given the reactants [CH3:1][O:2][N:3]([CH3:18])[C:4]1[N:9]=[C:8]([NH:10][CH:11]2[CH2:13][CH2:12]2)[N:7]=[C:6]([NH:14][CH2:15][C:16]#[CH:17])[N:5]=1.[ClH:19].C(OCC)C, predict the reaction product. The product is: [ClH:19].[CH3:1][O:2][N:3]([CH3:18])[C:4]1[N:9]=[C:8]([NH:10][CH:11]2[CH2:13][CH2:12]2)[N:7]=[C:6]([NH:14][CH2:15][C:16]#[CH:17])[N:5]=1. (3) Given the reactants I[C:2]1[N:6]2[C:7]([O:17][CH3:18])=[CH:8][C:9]([C:11]3[CH:16]=[CH:15][CH:14]=[CH:13][CH:12]=3)=[CH:10][C:5]2=[N:4][CH:3]=1.CC1(C)C(C)(C)OB([C:27]2[CH:28]=[C:29]([C:32]([O:34][CH3:35])=[O:33])[S:30][CH:31]=2)O1.C(=O)(O)[O-].[Na+].O1CCOCC1, predict the reaction product. The product is: [CH3:18][O:17][C:7]1[N:6]2[C:2]([C:27]3[CH:28]=[C:29]([C:32]([O:34][CH3:35])=[O:33])[S:30][CH:31]=3)=[CH:3][N:4]=[C:5]2[CH:10]=[C:9]([C:11]2[CH:16]=[CH:15][CH:14]=[CH:13][CH:12]=2)[CH:8]=1. (4) Given the reactants [Cl:1][C:2]1[CH:3]=[N:4][C:5]2[N:6]([N:8]=[C:9]([C:11]([OH:13])=O)[CH:10]=2)[CH:7]=1.[CH3:14][N:15]1[C:20]2[C:21]([CH3:24])=[CH:22][NH:23][C:19]=2[CH2:18][CH2:17][NH:16]1, predict the reaction product. The product is: [Cl:1][C:2]1[CH:3]=[N:4][C:5]2[N:6]([N:8]=[C:9]([C:11]([N:16]3[CH2:17][CH2:18][C:19]4[NH:23][CH:22]=[C:21]([CH3:24])[C:20]=4[N:15]3[CH3:14])=[O:13])[CH:10]=2)[CH:7]=1. (5) Given the reactants [CH3:1][O:2][C:3]([C:5]1[CH:6]=[N:7][C:8]([N:11]2[CH2:26][CH2:25][C:14]3[NH:15][C:16]4[CH:17]=[CH:18][C:19]([N+:22]([O-])=O)=[CH:20][C:21]=4[C:13]=3[CH2:12]2)=[N:9][CH:10]=1)=[O:4], predict the reaction product. The product is: [CH3:1][O:2][C:3]([C:5]1[CH:6]=[N:7][C:8]([N:11]2[CH2:26][CH2:25][C:14]3[NH:15][C:16]4[CH:17]=[CH:18][C:19]([NH2:22])=[CH:20][C:21]=4[C:13]=3[CH2:12]2)=[N:9][CH:10]=1)=[O:4].